Dataset: Reaction yield outcomes from USPTO patents with 853,638 reactions. Task: Predict the reaction yield, written as a fraction of the theoretical maximum amount of product (1.0 means a 100% yield; for example, 0.34 means a 34% yield). (1) The reactants are [OH:1][CH2:2][C:3]1[CH:4]=[C:5](B(O)O)[CH:6]=[CH:7][CH:8]=1.I[C:13]1[C:21]2[C:16](=[N:17][CH:18]=[N:19][C:20]=2[NH2:22])[N:15]([CH:23]([CH3:25])[CH3:24])[N:14]=1.C([O-])([O-])=O.[Na+].[Na+]. The catalyst is CCO.COCCOC.C1C=CC([P]([Pd]([P](C2C=CC=CC=2)(C2C=CC=CC=2)C2C=CC=CC=2)([P](C2C=CC=CC=2)(C2C=CC=CC=2)C2C=CC=CC=2)[P](C2C=CC=CC=2)(C2C=CC=CC=2)C2C=CC=CC=2)(C2C=CC=CC=2)C2C=CC=CC=2)=CC=1. The product is [NH2:22][C:20]1[N:19]=[CH:18][N:17]=[C:16]2[N:15]([CH:23]([CH3:25])[CH3:24])[N:14]=[C:13]([C:5]3[CH:4]=[C:3]([CH2:2][OH:1])[CH:8]=[CH:7][CH:6]=3)[C:21]=12. The yield is 0.420. (2) The reactants are Br[C:2]1[C:7](=[O:8])[N:6]([CH2:9][C:10]2[CH:15]=[CH:14][C:13]([C:16]3[C:17]([C:22]#[N:23])=[CH:18][CH:19]=[CH:20][CH:21]=3)=[CH:12][CH:11]=2)[C:5]([CH2:24][CH2:25][CH3:26])=[N:4][C:3]=1[CH2:27][CH3:28].[F:29][C:30]1[CH:35]=[CH:34][C:33](B(O)O)=[CH:32][CH:31]=1.C(=O)([O-])[O-].[Cs+].[Cs+]. The catalyst is O1CCOCC1.C(OCC)(=O)C.C1C=CC(P(C2C=CC=CC=2)[C-]2C=CC=C2)=CC=1.C1C=CC(P(C2C=CC=CC=2)[C-]2C=CC=C2)=CC=1.Cl[Pd]Cl.[Fe+2]. The product is [CH2:27]([C:3]1[N:4]=[C:5]([CH2:24][CH2:25][CH3:26])[N:6]([CH2:9][C:10]2[CH:15]=[CH:14][C:13]([C:16]3[C:17]([C:22]#[N:23])=[CH:18][CH:19]=[CH:20][CH:21]=3)=[CH:12][CH:11]=2)[C:7](=[O:8])[C:2]=1[C:33]1[CH:34]=[CH:35][C:30]([F:29])=[CH:31][CH:32]=1)[CH3:28]. The yield is 0.910. (3) The reactants are [CH3:1][C:2]1[CH:6]=[C:5]([C:7]([OH:9])=O)[N:4]([C:10]2[CH:15]=[CH:14][CH:13]=[CH:12][CH:11]=2)[N:3]=1.CN(C)C=O.C(Cl)(=O)C(Cl)=O.[NH2:27][C:28]1[CH:29]=[C:30]([S:34][C:35]2[CH:36]=[CH:37][C:38]3[N:39]([CH:41]=[C:42]([NH:44][C:45]([CH:47]4[CH2:49][CH2:48]4)=[O:46])[N:43]=3)[N:40]=2)[CH:31]=[CH:32][CH:33]=1. The catalyst is CN(C)C(=O)C.O1CCCC1. The product is [CH:47]1([C:45]([NH:44][C:42]2[N:43]=[C:38]3[CH:37]=[CH:36][C:35]([S:34][C:30]4[CH:29]=[C:28]([NH:27][C:7]([C:5]5[N:4]([C:10]6[CH:15]=[CH:14][CH:13]=[CH:12][CH:11]=6)[N:3]=[C:2]([CH3:1])[CH:6]=5)=[O:9])[CH:33]=[CH:32][CH:31]=4)=[N:40][N:39]3[CH:41]=2)=[O:46])[CH2:48][CH2:49]1. The yield is 0.650. (4) The reactants are [NH2:1][CH2:2][C:3]1[NH:7][C:6]2[CH:8]=[CH:9][CH:10]=[C:11]([N:12]([CH3:18])[CH2:13][CH2:14][N:15]([CH3:17])[CH3:16])[C:5]=2[N:4]=1.[N:19]1[C:28]2[C:27](=O)[CH2:26][CH2:25][CH2:24][C:23]=2[CH:22]=[CH:21][CH:20]=1.[C:30](O)(=O)C.C(O[BH-](OC(=O)C)OC(=O)C)(=O)C.[Na+].C=O. The catalyst is ClCCCl. The product is [CH3:16][N:15]([CH3:17])[CH2:14][CH2:13][N:12]([CH3:18])[C:11]1[C:5]2[N:4]=[C:3]([CH2:2][N:1]([CH3:30])[CH:27]3[C:28]4[N:19]=[CH:20][CH:21]=[CH:22][C:23]=4[CH2:24][CH2:25][CH2:26]3)[NH:7][C:6]=2[CH:8]=[CH:9][CH:10]=1. The yield is 0.160. (5) The reactants are CC1(C)C(C)(C)OB([C:9]2[CH2:14][CH2:13][N:12]([C:15]([O:17][C:18]([CH3:21])([CH3:20])[CH3:19])=[O:16])[CH2:11][CH:10]=2)O1.Br[C:24]1[CH:29]=[CH:28][C:27]([F:30])=[C:26]([F:31])[C:25]=1[C:32]([F:35])([F:34])[F:33].C([O-])([O-])=O.[Na+].[Na+]. The catalyst is COCCOC.[Li+].[Cl-].C1C=CC([P]([Pd]([P](C2C=CC=CC=2)(C2C=CC=CC=2)C2C=CC=CC=2)([P](C2C=CC=CC=2)(C2C=CC=CC=2)C2C=CC=CC=2)[P](C2C=CC=CC=2)(C2C=CC=CC=2)C2C=CC=CC=2)(C2C=CC=CC=2)C2C=CC=CC=2)=CC=1. The product is [F:31][C:26]1[C:25]([C:32]([F:35])([F:33])[F:34])=[C:24]([C:9]2[CH2:14][CH2:13][N:12]([C:15]([O:17][C:18]([CH3:19])([CH3:20])[CH3:21])=[O:16])[CH2:11][CH:10]=2)[CH:29]=[CH:28][C:27]=1[F:30]. The yield is 0.920.